The task is: Predict the reactants needed to synthesize the given product.. This data is from Full USPTO retrosynthesis dataset with 1.9M reactions from patents (1976-2016). (1) Given the product [Br:3][C:4]1[CH:9]=[CH:8][C:7]([C:10]2([C:11]#[N:12])[CH2:15][CH2:14]2)=[CH:6][CH:5]=1, predict the reactants needed to synthesize it. The reactants are: [OH-].[K+].[Br:3][C:4]1[CH:9]=[CH:8][C:7]([CH2:10][C:11]#[N:12])=[CH:6][CH:5]=1.Br[CH2:14][CH2:15]Br. (2) Given the product [OH:6][CH2:5][CH2:4][CH2:3][N:2]([CH3:1])[C:21]([C:20]1[CH:24]=[CH:25][N:26]=[CH:27][C:19]=1[NH:18][C:16]([C:14]1[C:13]([NH:28][C:29]2[CH:34]=[N:33][CH:32]=[N:31][CH:30]=2)=[CH:12][CH:11]=[C:10]([CH:7]2[CH2:8][CH2:9]2)[N:15]=1)=[O:17])=[O:22], predict the reactants needed to synthesize it. The reactants are: [CH3:1][NH:2][CH2:3][CH2:4][CH2:5][OH:6].[CH:7]1([C:10]2[N:15]=[C:14]([C:16]([NH:18][C:19]3[CH:27]=[N:26][CH:25]=[CH:24][C:20]=3[C:21](O)=[O:22])=[O:17])[C:13]([NH:28][C:29]3[CH:30]=[N:31][CH:32]=[N:33][CH:34]=3)=[CH:12][CH:11]=2)[CH2:9][CH2:8]1.